This data is from Forward reaction prediction with 1.9M reactions from USPTO patents (1976-2016). The task is: Predict the product of the given reaction. (1) Given the reactants [Cl:1][C:2]1[CH:7]=[C:6]([OH:8])[C:5]([Cl:9])=[CH:4][N:3]=1.C(=O)([O-])[O-].[Cs+].[Cs+].FC(F)(F)S(O[CH2:22][C:23]([F:26])([F:25])[F:24])(=O)=O.CCCCCCC.C(OCC)(=O)C, predict the reaction product. The product is: [Cl:1][C:2]1[CH:7]=[C:6]([O:8][CH2:22][C:23]([F:26])([F:25])[F:24])[C:5]([Cl:9])=[CH:4][N:3]=1. (2) Given the reactants ClC1C(F)=CC(F)=C(C=1)C(NS(C)(=O)=O)=O.[Cl:17][C:18]1[C:19](F)=[CH:20][C:21]([F:33])=[C:22]([CH:32]=1)[C:23]([NH:25][S:26]([CH:29]1[CH2:31][CH2:30]1)(=[O:28])=[O:27])=[O:24].C12(CO)CC3CC(CC(C3)C1)C2.[CH2:47]1[C:49]2([CH2:54][CH2:53][CH:52]([CH2:55][OH:56])[CH2:51][CH2:50]2)[CH2:48]1, predict the reaction product. The product is: [Cl:17][C:18]1[C:19]([O:56][CH2:55][CH:52]2[CH2:53][CH2:54][C:49]3([CH2:47][CH2:48]3)[CH2:50][CH2:51]2)=[CH:20][C:21]([F:33])=[C:22]([CH:32]=1)[C:23]([NH:25][S:26]([CH:29]1[CH2:31][CH2:30]1)(=[O:28])=[O:27])=[O:24]. (3) Given the reactants [C:1](Cl)(C)=O.[Br:5][C:6]1[CH:7]=[C:8]([CH:22]=[CH:23][CH:24]=1)[CH2:9][O:10][C:11]1[CH:16]=[CH:15][CH:14]=[CH:13][C:12]=1[CH2:17][C:18]([O:20][CH3:21])=[O:19].C(=O)(O)[O-], predict the reaction product. The product is: [Br:5][C:6]1[CH:7]=[C:8]([CH:22]=[CH:23][CH:24]=1)[CH2:9][O:10][C:11]1[CH:16]=[CH:15][CH:14]=[CH:13][C:12]=1[CH2:17][C:18]([O:20][CH2:21][CH3:1])=[O:19]. (4) Given the reactants [OH:1][CH2:2][CH2:3][N:4]1[C:10]2[N:11]=[CH:12][CH:13]=[CH:14][C:9]=2[C:8]2[CH:15]=[CH:16][CH:17]=[CH:18][C:7]=2[CH:6]([NH:19][C:20](=[O:31])[C@@H:21]([NH:23]C(=O)OC(C)(C)C)[CH3:22])[C:5]1=[O:32].Cl, predict the reaction product. The product is: [NH2:23][C@@H:21]([CH3:22])[C:20]([NH:19][C@H:6]1[C:7]2[CH:18]=[CH:17][CH:16]=[CH:15][C:8]=2[C:9]2[CH:14]=[CH:13][CH:12]=[N:11][C:10]=2[N:4]([CH2:3][CH2:2][OH:1])[C:5]1=[O:32])=[O:31].